Predict which catalyst facilitates the given reaction. From a dataset of Catalyst prediction with 721,799 reactions and 888 catalyst types from USPTO. (1) Reactant: FC(F)(F)C(O)=O.[Br:8][C:9]1[CH:10]=[CH:11][C:12]([C:15]2([C:36]#[N:37])[CH:19]([CH2:20][C:21]([CH3:24])([CH3:23])[CH3:22])[NH:18][CH:17]([C:25](O)=[O:26])[CH:16]2[C:28]2[CH:33]=[CH:32][CH:31]=[C:30]([Cl:34])[C:29]=2[F:35])=[N:13][CH:14]=1.[NH2:38][C:39]1[CH:48]=[CH:47][C:42]([C:43]([O:45][CH3:46])=[O:44])=[CH:41][CH:40]=1.CN(C(ON1N=NC2C=CC=NC1=2)=[N+](C)C)C.F[P-](F)(F)(F)(F)F.CCN(C(C)C)C(C)C. Product: [CH3:46][O:45][C:43](=[O:44])[C:42]1[CH:47]=[CH:48][C:39]([NH:38][C:25]([C@H:17]2[C@H:16]([C:28]3[CH:33]=[CH:32][CH:31]=[C:30]([Cl:34])[C:29]=3[F:35])[C@:15]([C:12]3[CH:11]=[CH:10][C:9]([Br:8])=[CH:14][N:13]=3)([C:36]#[N:37])[C@H:19]([CH2:20][C:21]([CH3:23])([CH3:24])[CH3:22])[NH:18]2)=[O:26])=[CH:40][CH:41]=1. The catalyst class is: 2. (2) Product: [Br:20][CH2:12][C:4]1[S:3][C:2]([Cl:1])=[N:6][C:5]=1[C:7]([O:9][CH2:10][CH3:11])=[O:8]. Reactant: [Cl:1][C:2]1[S:3][C:4]([CH3:12])=[C:5]([C:7]([O:9][CH2:10][CH3:11])=[O:8])[N:6]=1.C1C(=O)N([Br:20])C(=O)C1.CC(N=NC(C#N)(C)C)(C#N)C. The catalyst class is: 53. (3) Reactant: [CH2:1]([S:3]([C:6]1[CH:11]=[CH:10][C:9]([C:12]2[CH:17]=[C:16]([CH:18]=O)[CH:15]=[CH:14][N:13]=2)=[CH:8][CH:7]=1)(=[O:5])=[O:4])[CH3:2].[NH2:20][C:21]1[CH:26]=[CH:25][CH:24]=[CH:23][CH:22]=1.[C:27]1([O:33][P:34]([O-:42])[O:35][C:36]2[CH:41]=[CH:40][CH:39]=[CH:38][CH:37]=2)[CH:32]=[CH:31][CH:30]=[CH:29][CH:28]=1. Product: [C:36]1([O:35][P:34]([CH:18]([C:16]2[CH:15]=[CH:14][N:13]=[C:12]([C:9]3[CH:8]=[CH:7][C:6]([S:3]([CH2:1][CH3:2])(=[O:4])=[O:5])=[CH:11][CH:10]=3)[CH:17]=2)[NH:20][C:21]2[CH:26]=[CH:25][CH:24]=[CH:23][CH:22]=2)(=[O:42])[O:33][C:27]2[CH:28]=[CH:29][CH:30]=[CH:31][CH:32]=2)[CH:41]=[CH:40][CH:39]=[CH:38][CH:37]=1. The catalyst class is: 41. (4) Reactant: Cl.[C:2]([C:6]1[CH:16]=[CH:15][CH:14]=[CH:13][C:7]=1[O:8][CH2:9][CH2:10][NH:11][CH3:12])([CH3:5])([CH3:4])[CH3:3].[C:17]([O:21][C:22]([N:24]1[CH2:29][CH2:28][C:27]2[C:30]([C:33]([OH:35])=O)=[N:31][NH:32][C:26]=2[CH2:25]1)=[O:23])([CH3:20])([CH3:19])[CH3:18].CCN(C(C)C)C(C)C.CCN=C=NCCCN(C)C.C1C=CC2N(O)N=NC=2C=1. Product: [C:2]([C:6]1[CH:16]=[CH:15][CH:14]=[CH:13][C:7]=1[O:8][CH2:9][CH2:10][N:11]([CH3:12])[C:33]([C:30]1[C:27]2[CH2:28][CH2:29][N:24]([C:22]([O:21][C:17]([CH3:18])([CH3:19])[CH3:20])=[O:23])[CH2:25][C:26]=2[NH:32][N:31]=1)=[O:35])([CH3:5])([CH3:3])[CH3:4]. The catalyst class is: 18. (5) Reactant: C(N)(C)(C)C.[Br:6]Br.[OH:8][C:9]1[C:10]([CH3:19])=[C:11]([CH:16]=[CH:17][CH:18]=1)[C:12]([O:14][CH3:15])=[O:13]. Product: [Br:6][C:18]1[CH:17]=[CH:16][C:11]([C:12]([O:14][CH3:15])=[O:13])=[C:10]([CH3:19])[C:9]=1[OH:8]. The catalyst class is: 4. (6) Reactant: [Cl:1][C:2]1[CH:7]=[C:6]2[NH:8][C:9](=[O:32])[C:10]3([CH:15]([C:16]4[CH:21]=[CH:20][CH:19]=[C:18]([Cl:22])[CH:17]=4)[CH2:14][C:13](=O)[NH:12][CH:11]3[C:24]3[CH:29]=[C:28]([CH3:30])[CH:27]=[CH:26][C:25]=3[CH3:31])[C:5]2=[CH:4][CH:3]=1.[BH4-].[Na+]. Product: [Cl:1][C:2]1[CH:7]=[C:6]2[NH:8][C:9](=[O:32])[C:10]3([CH:15]([C:16]4[CH:21]=[CH:20][CH:19]=[C:18]([Cl:22])[CH:17]=4)[CH2:14][CH2:13][NH:12][CH:11]3[C:24]3[CH:29]=[C:28]([CH3:30])[CH:27]=[CH:26][C:25]=3[CH3:31])[C:5]2=[CH:4][CH:3]=1. The catalyst class is: 5. (7) Reactant: [CH3:1][S:2]([C:5]1[CH:10]=[C:9]([N+:11]([O-])=O)[CH:8]=[C:7]([O:14][CH3:15])[CH:6]=1)(=[O:4])=[O:3]. Product: [CH3:1][S:2]([C:5]1[CH:10]=[C:9]([CH:8]=[C:7]([O:14][CH3:15])[CH:6]=1)[NH2:11])(=[O:3])=[O:4]. The catalyst class is: 886.